The task is: Binary Classification. Given a drug SMILES string, predict its activity (active/inactive) in a high-throughput screening assay against a specified biological target.. This data is from KCNQ2 potassium channel screen with 302,405 compounds. (1) The compound is Clc1c(NC(=O)CCC(OCC(=O)c2cc([N+]([O-])=O)c(cc2)C)=O)cccc1. The result is 0 (inactive). (2) The compound is S(CC(=O)N1CC(CCC1)C)c1o\c([nH]n1)=C1/c2c(N=C1)cccc2. The result is 0 (inactive). (3) The drug is S1CCC(NC(=O)COc2ccccc2)c2c1cccc2. The result is 0 (inactive). (4) The molecule is n1(C(CC)C)c2c(nc1/C=C\c1ccccc1)cccc2. The result is 0 (inactive). (5) The drug is O=C(N)C1CCN(CC1)C(=O)NC(=O)c1ccccc1. The result is 0 (inactive).